This data is from Reaction yield outcomes from USPTO patents with 853,638 reactions. The task is: Predict the reaction yield, written as a fraction of the theoretical maximum amount of product (1.0 means a 100% yield; for example, 0.34 means a 34% yield). (1) The reactants are [Cl:1][C:2]1[C:3]2[N:4]([C:8]([C:20]3[CH:25]=[CH:24][N:23]=[C:22]([NH:26][CH:27]4[CH2:31][CH2:30][CH2:29][CH2:28]4)[N:21]=3)=[C:9]([C:11]3[CH:16]=[CH:15][CH:14]=[C:13]([N+:17]([O-])=O)[CH:12]=3)[N:10]=2)[CH:5]=[CH:6][CH:7]=1.O.O.[Sn](Cl)Cl. The catalyst is C(O)C. The product is [NH2:17][C:13]1[CH:12]=[C:11]([C:9]2[N:10]=[C:3]3[C:2]([Cl:1])=[CH:7][CH:6]=[CH:5][N:4]3[C:8]=2[C:20]2[CH:25]=[CH:24][N:23]=[C:22]([NH:26][CH:27]3[CH2:31][CH2:30][CH2:29][CH2:28]3)[N:21]=2)[CH:16]=[CH:15][CH:14]=1. The yield is 0.990. (2) The reactants are [Br:1][C:2]1[CH:3]=[C:4]2[C:8](=[CH:9][CH:10]=1)[NH:7][CH2:6][CH2:5]2.[N+:11]([O-])([O-:13])=[O:12].[K+]. The catalyst is OS(O)(=O)=O. The product is [Br:1][C:2]1[CH:3]=[C:4]2[C:8](=[CH:9][C:10]=1[N+:11]([O-:13])=[O:12])[NH:7][CH2:6][CH2:5]2. The yield is 0.810. (3) The catalyst is O1CCCC1. The reactants are [CH3:1]Br.[Mg].[Br:4][C:5]1[C:6]([CH3:17])=[C:7]2[C:12](=[C:13]([CH3:15])[CH:14]=1)[S:11][CH2:10][CH2:9][C:8]2=[O:16].Cl. The yield is 0.990. The product is [Br:4][C:5]1[C:6]([CH3:17])=[C:7]2[C:12](=[C:13]([CH3:15])[CH:14]=1)[S:11][CH2:10][CH2:9][C:8]2([CH3:1])[OH:16]. (4) The reactants are Cl.C(N=C=NCCCN(C)C)C.Cl.Cl.[F:15][C:16]1[CH:17]=[C:18]([O:22][CH:23]2[CH2:28][CH2:27][N:26]([C:29](=[O:35])[C@@H:30]([NH2:34])[CH:31]([CH3:33])[CH3:32])[CH2:25][CH2:24]2)[CH:19]=[N:20][CH:21]=1.[OH:36][C:37]1[C:38]([C:47](O)=[O:48])=[N:39][C:40]2[C:45]([N:46]=1)=[CH:44][CH:43]=[CH:42][CH:41]=2.O.ON1C2C=CC=CC=2N=N1.CN1CCOCC1. The catalyst is O.C(Cl)Cl. The product is [F:15][C:16]1[CH:17]=[C:18]([O:22][CH:23]2[CH2:24][CH2:25][N:26]([C:29]([C@@H:30]([NH:34][C:47]([C:38]3[C:37]([OH:36])=[N:46][C:45]4[C:40](=[CH:41][CH:42]=[CH:43][CH:44]=4)[N:39]=3)=[O:48])[CH:31]([CH3:33])[CH3:32])=[O:35])[CH2:27][CH2:28]2)[CH:19]=[N:20][CH:21]=1. The yield is 0.630. (5) The reactants are [Br:1][C:2]1[CH:10]=[C:9]2[C:5]([CH:6]=[CH:7][NH:8]2)=[CH:4][CH:3]=1.[H-].[Na+].I[CH2:14][CH3:15].Cl. The catalyst is C1COCC1.O. The product is [Br:1][C:2]1[CH:10]=[C:9]2[C:5]([CH:6]=[CH:7][N:8]2[CH2:14][CH3:15])=[CH:4][CH:3]=1. The yield is 0.710. (6) The reactants are [NH2:1][C:2]1[C:11]([NH2:12])=[CH:10][CH:9]=[CH:8][C:3]=1[C:4]([O:6][CH3:7])=[O:5].[C:13](O)(=[O:20])[C:14]1[CH:19]=[CH:18][CH:17]=[CH:16][CH:15]=1.C1(N=C=NC2CCCCC2)CCCCC1. The catalyst is C(Cl)Cl.CN(C1C=CN=CC=1)C. The product is [NH2:12][C:11]1[C:2]([NH:1][C:13](=[O:20])[C:14]2[CH:19]=[CH:18][CH:17]=[CH:16][CH:15]=2)=[C:3]([CH:8]=[CH:9][CH:10]=1)[C:4]([O:6][CH3:7])=[O:5]. The yield is 0.270.